From a dataset of Reaction yield outcomes from USPTO patents with 853,638 reactions. Predict the reaction yield, written as a fraction of the theoretical maximum amount of product (1.0 means a 100% yield; for example, 0.34 means a 34% yield). (1) The reactants are [Br:1][C:2]1[CH:3]=[C:4]2[C:9](=[CH:10][CH:11]=1)[N:8]=[CH:7][C:6](C(O)=O)=[C:5]2[NH:15][CH2:16][C@@H:17]([O:19][CH3:20])[CH3:18].C([N:23]([CH2:26]C)CC)C.C1C=CC([O:34]P(OC2C=CC=CC=2)(N=[N+]=[N-])=O)=CC=1. The catalyst is CN(C)C=O.O. The product is [Br:1][C:2]1[CH:11]=[CH:10][C:9]2[N:8]=[CH:7][C:6]3[NH:23][C:26](=[O:34])[N:15]([CH2:16][C@@H:17]([O:19][CH3:20])[CH3:18])[C:5]=3[C:4]=2[CH:3]=1. The yield is 0.880. (2) The reactants are Cl[CH2:2][C:3]1[N:7]=[C:6]([C:8]2[CH:13]=[CH:12][CH:11]=[CH:10][CH:9]=2)[O:5][N:4]=1.[OH:14][C:15]1[CH:41]=[CH:40][C:18]([CH2:19][O:20]/[N:21]=[C:22](/[C:34]2[CH:39]=[CH:38][CH:37]=[CH:36][CH:35]=2)\[CH2:23][CH2:24][CH2:25][CH2:26][CH2:27][CH2:28][C:29]([O:31][CH2:32][CH3:33])=[O:30])=[CH:17][CH:16]=1.C(=O)([O-])[O-].[K+].[K+].CN(C)C=O. The catalyst is C(OCC)(=O)C.CCCCCC.O. The product is [C:34]1(/[C:22](=[N:21]/[O:20][CH2:19][C:18]2[CH:40]=[CH:41][C:15]([O:14][CH2:2][C:3]3[N:7]=[C:6]([C:8]4[CH:13]=[CH:12][CH:11]=[CH:10][CH:9]=4)[O:5][N:4]=3)=[CH:16][CH:17]=2)/[CH2:23][CH2:24][CH2:25][CH2:26][CH2:27][CH2:28][C:29]([O:31][CH2:32][CH3:33])=[O:30])[CH:39]=[CH:38][CH:37]=[CH:36][CH:35]=1. The yield is 0.320. (3) The reactants are [CH3:1][C:2]1[CH:3]=[C:4]([NH2:9])[C:5]([NH2:8])=[CH:6][CH:7]=1.[CH:10]([CH:12]=O)=O. The catalyst is C(O)(C)C. The product is [CH3:1][C:2]1[CH:3]=[C:4]2[C:5](=[CH:6][CH:7]=1)[N:8]=[CH:12][CH:10]=[N:9]2. The yield is 0.930. (4) The reactants are B.O1CCCC1.[CH3:7][C:8]([C:10]1[CH:15]=[CH:14][CH:13]=[C:12]([Cl:16])[CH:11]=1)=[O:9]. The catalyst is C1(C)C=CC=CC=1.O1CCCC1. The product is [Cl:16][C:12]1[CH:11]=[C:10]([C@H:8]([OH:9])[CH3:7])[CH:15]=[CH:14][CH:13]=1. The yield is 0.780.